Dataset: Forward reaction prediction with 1.9M reactions from USPTO patents (1976-2016). Task: Predict the product of the given reaction. (1) Given the reactants [S:1]([C:5]1[CH:11]=[CH:10][C:8]([CH3:9])=[CH:7][CH:6]=1)([OH:4])(=[O:3])=[O:2].[S:12]([C:16]1[CH:22]=[CH:21][C:19]([CH3:20])=[CH:18][CH:17]=1)([OH:15])(=[O:14])=[O:13].[OH:23][O:24][O:25][O:26][O:27][CH2:28][CH2:29][CH2:30][CH2:31][CH2:32][CH2:33][CH2:34][CH2:35][CH2:36][CH2:37][CH2:38][CH3:39].[C:40]1(=[O:50])[NH:44][C:43](=[O:45])[C:42]2=[CH:46][CH:47]=[CH:48][CH:49]=[C:41]12.[K].[CH3:52][C:53]([N:55]([CH3:57])C)=[O:54], predict the reaction product. The product is: [S:1]([C:5]1[CH:11]=[CH:10][C:8]([CH3:9])=[CH:7][CH:6]=1)([OH:4])(=[O:3])=[O:2].[S:12]([C:16]1[CH:22]=[CH:21][C:19]([CH3:20])=[CH:18][CH:17]=1)([OH:15])(=[O:14])=[O:13].[C:40]1(=[O:50])[N:44]([C:28]([N:55]2[C:53](=[O:54])[C:52]3=[CH:7][CH:6]=[CH:5][CH:11]=[C:10]3[C:57]2=[O:13])([CH2:29][CH2:30][CH2:31][CH2:32][CH2:33][CH2:34][CH2:35][CH2:36][CH2:37][CH2:38][CH3:39])[O:27][O:26][O:25][O:24][OH:23])[C:43](=[O:45])[C:42]2=[CH:46][CH:47]=[CH:48][CH:49]=[C:41]12. (2) Given the reactants N[CH2:2][CH:3]1[CH2:6][CH:5]([OH:7])[CH2:4]1.[C:8](O[C:8]([O:10][C:11]([CH3:14])([CH3:13])[CH3:12])=[O:9])([O:10][C:11]([CH3:14])([CH3:13])[CH3:12])=[O:9].C([N:25](CC)CC)C, predict the reaction product. The product is: [C:8](=[O:9])([O:10][C:11]([CH3:14])([CH3:13])[CH2:12][CH2:2][CH:3]1[CH2:6][CH:5]([OH:7])[CH2:4]1)[NH2:25]. (3) Given the reactants O.[NH2:2][NH2:3].[CH3:4][C:5]1[CH:6]=[CH:7][C:8]([N:22]2[N:26]=[CH:25][CH:24]=[N:23]2)=[C:9]([CH:21]=1)[C:10]([N:12]1[CH2:16][CH2:15][CH2:14][C@H:13]1[C:17]([O:19]C)=O)=[O:11], predict the reaction product. The product is: [CH3:4][C:5]1[CH:6]=[CH:7][C:8]([N:22]2[N:23]=[CH:24][CH:25]=[N:26]2)=[C:9]([CH:21]=1)[C:10]([N:12]1[CH2:16][CH2:15][CH2:14][C@H:13]1[C:17]([NH:2][NH2:3])=[O:19])=[O:11]. (4) Given the reactants Br[C:2]1[C:10]2[C:9]([NH:11][C@H:12]([C:14]3[N:19]([C:20]4[CH:25]=[CH:24][CH:23]=[CH:22][CH:21]=4)[C:18](=[O:26])[C:17]4=[C:27]([CH3:30])[CH:28]=[CH:29][N:16]4[N:15]=3)[CH3:13])=[N:8][CH:7]=[N:6][C:5]=2[N:4]([CH2:31][O:32][CH2:33][CH2:34][Si:35]([CH3:38])([CH3:37])[CH3:36])[CH:3]=1.[OH:39][C:40]1[CH:41]=[C:42]([NH:55][S:56]([CH3:59])(=[O:58])=[O:57])[CH:43]=[C:44](B2OC(C)(C)C(C)(C)O2)[CH:45]=1.C(=O)([O-])[O-].[Na+].[Na+], predict the reaction product. The product is: [OH:39][C:40]1[CH:41]=[C:42]([NH:55][S:56]([CH3:59])(=[O:58])=[O:57])[CH:43]=[C:44]([C:2]2[C:10]3[C:9]([NH:11][C@H:12]([C:14]4[N:19]([C:20]5[CH:25]=[CH:24][CH:23]=[CH:22][CH:21]=5)[C:18](=[O:26])[C:17]5=[C:27]([CH3:30])[CH:28]=[CH:29][N:16]5[N:15]=4)[CH3:13])=[N:8][CH:7]=[N:6][C:5]=3[N:4]([CH2:31][O:32][CH2:33][CH2:34][Si:35]([CH3:38])([CH3:37])[CH3:36])[CH:3]=2)[CH:45]=1. (5) Given the reactants C([O:8][C:9]1[CH:10]=[C:11]([C:26]2[N:27]=[N:28][S:29][C:30]=2[C:31]2[C:32]([C:37]([F:40])([F:39])[F:38])=[N:33][CH:34]=[CH:35][CH:36]=2)[CH:12]=[C:13]([N+:23]([O-:25])=[O:24])[C:14]=1[O:15]CC1C=CC=CC=1)C1C=CC=CC=1.B(Br)(Br)Br, predict the reaction product. The product is: [N+:23]([C:13]1[CH:12]=[C:11]([C:26]2[N:27]=[N:28][S:29][C:30]=2[C:31]2[C:32]([C:37]([F:40])([F:39])[F:38])=[N:33][CH:34]=[CH:35][CH:36]=2)[CH:10]=[C:9]([OH:8])[C:14]=1[OH:15])([O-:25])=[O:24].